Task: Predict the reactants needed to synthesize the given product.. Dataset: Full USPTO retrosynthesis dataset with 1.9M reactions from patents (1976-2016) (1) Given the product [C:25]([O:24][C:22]([N:19]1[CH2:20][CH2:21][N:16]([CH2:15][C:14]2[CH:30]=[C:31]([Cl:33])[CH:32]=[C:12]([NH:11][C:6](=[O:7])[C:5]3[CH:9]=[CH:10][C:2]([CH3:1])=[N:3][CH:4]=3)[C:13]=2[CH3:34])[CH2:17][C@@H:18]1[CH3:29])=[O:23])([CH3:28])([CH3:27])[CH3:26], predict the reactants needed to synthesize it. The reactants are: [CH3:1][C:2]1[CH:10]=[CH:9][C:5]([C:6](Cl)=[O:7])=[CH:4][N:3]=1.[NH2:11][C:12]1[C:13]([CH3:34])=[C:14]([CH:30]=[C:31]([Cl:33])[CH:32]=1)[CH2:15][N:16]1[CH2:21][CH2:20][N:19]([C:22]([O:24][C:25]([CH3:28])([CH3:27])[CH3:26])=[O:23])[C@@H:18]([CH3:29])[CH2:17]1. (2) Given the product [Cl:10][C:11]1[N:16]=[C:15]([O:17][CH3:18])[C:14]([CH:19]([C:6]2[CH:7]=[CH:8][C:3]([CH2:1][CH3:2])=[CH:4][CH:5]=2)[OH:20])=[CH:13][CH:12]=1, predict the reactants needed to synthesize it. The reactants are: [CH2:1]([C:3]1[CH:8]=[CH:7][C:6](Br)=[CH:5][CH:4]=1)[CH3:2].[Cl:10][C:11]1[N:16]=[C:15]([O:17][CH3:18])[C:14]([CH:19]=[O:20])=[CH:13][CH:12]=1.[Cl-].[NH4+]. (3) Given the product [N:20]1[CH:21]=[CH:22][CH:23]=[C:18]([C:17]2[C:13]3[CH:12]=[CH:11][C:10]([C:6]4[CH:5]=[C:4]([OH:3])[CH:9]=[CH:8][CH:7]=4)=[CH:24][C:14]=3[O:15][CH:16]=2)[CH:19]=1, predict the reactants needed to synthesize it. The reactants are: Br.C[O:3][C:4]1[CH:5]=[C:6]([C:10]2[CH:11]=[CH:12][C:13]3[C:17]([C:18]4[CH:19]=[N:20][CH:21]=[CH:22][CH:23]=4)=[CH:16][O:15][C:14]=3[CH:24]=2)[CH:7]=[CH:8][CH:9]=1.[OH-].[Na+]. (4) Given the product [CH3:1][O:2][C:3]1[CH:8]=[C:7]([O:9][CH2:10][O:11][CH3:12])[CH:6]=[CH:5][C:4]=1[C:13]1[C:22]([CH2:23][N:24]([C:25]2[CH:30]=[CH:29][CH:28]=[CH:27][C:26]=2[O:31][CH3:32])[C:57]([O:56][CH2:55][CH:53]2[C:52]3[CH:51]=[CH:50][CH:49]=[CH:48][C:47]=3[C:46]3[C:54]2=[CH:42][CH:43]=[CH:44][CH:45]=3)=[O:58])=[C:21]2[C:16]([NH:17][C:18]([CH3:36])([CH3:35])[C:19](=[O:34])[N:20]2[CH3:33])=[CH:15][CH:14]=1, predict the reactants needed to synthesize it. The reactants are: [CH3:1][O:2][C:3]1[CH:8]=[C:7]([O:9][CH2:10][O:11][CH3:12])[CH:6]=[CH:5][C:4]=1[C:13]1[C:22]([CH2:23][NH:24][C:25]2[CH:30]=[CH:29][CH:28]=[CH:27][C:26]=2[O:31][CH3:32])=[C:21]2[C:16]([NH:17][C:18]([CH3:36])([CH3:35])[C:19](=[O:34])[N:20]2[CH3:33])=[CH:15][CH:14]=1.C(=O)([O-])O.[Na+].[CH:42]1[C:54]2[CH:53]([CH2:55][O:56][C:57](Cl)=[O:58])[C:52]3[C:47](=[CH:48][CH:49]=[CH:50][CH:51]=3)[C:46]=2[CH:45]=[CH:44][CH:43]=1. (5) Given the product [N:5]1[CH:6]=[CH:7][C:2]([C:17]2[CH:18]=[C:13]([CH:14]=[CH:15][CH:16]=2)[C:8]([O:10][CH2:11][CH3:12])=[O:9])=[CH:3][CH:4]=1, predict the reactants needed to synthesize it. The reactants are: Br[C:2]1[CH:7]=[CH:6][N:5]=[CH:4][CH:3]=1.[C:8]([C:13]1[CH:14]=[C:15](B(O)O)[CH:16]=[CH:17][CH:18]=1)([O:10][CH2:11][CH3:12])=[O:9].C(=O)([O-])[O-].[Na+].[Na+]. (6) Given the product [C:3]([O:7][C:8]([NH:10][C:11]1[CH:19]=[CH:18][CH:17]=[C:16]2[C:12]=1[CH:13]=[N:14][N:15]2[C:20]([C:25]1[CH:30]=[CH:29][C:28]([Cl:31])=[CH:27][CH:26]=1)([CH2:38][C:39]([F:42])([F:41])[F:40])[C:21]([O:23][CH3:24])=[O:22])=[O:9])([CH3:6])([CH3:4])[CH3:5], predict the reactants needed to synthesize it. The reactants are: [H-].[Na+].[C:3]([O:7][C:8]([NH:10][C:11]1[CH:19]=[CH:18][CH:17]=[C:16]2[C:12]=1[CH:13]=[N:14][N:15]2[CH:20]([C:25]1[CH:30]=[CH:29][C:28]([Cl:31])=[CH:27][CH:26]=1)[C:21]([O:23][CH3:24])=[O:22])=[O:9])([CH3:6])([CH3:5])[CH3:4].FC(F)(F)S(O[CH2:38][C:39]([F:42])([F:41])[F:40])(=O)=O. (7) Given the product [CH:17]([O:20][C:21]([N:23]1[CH2:29][CH2:28][CH2:27][CH:26]([N:7]([C:40](=[O:42])[CH3:41])[CH2:6][C:5]2[CH:4]=[C:3]([C:2]([F:15])([F:16])[F:1])[CH:10]=[C:9]([C:11]([F:14])([F:12])[F:13])[CH:8]=2)[C:25]2[N:31]=[C:32]([Cl:35])[CH:33]=[CH:34][C:24]1=2)=[O:22])([CH3:19])[CH3:18], predict the reactants needed to synthesize it. The reactants are: [F:1][C:2]([F:16])([F:15])[C:3]1[CH:4]=[C:5]([CH:8]=[C:9]([C:11]([F:14])([F:13])[F:12])[CH:10]=1)[CH2:6][NH2:7].[CH:17]([O:20][C:21]([N:23]1[CH2:29][CH2:28][CH2:27][C:26](=O)[C:25]2[N:31]=[C:32]([Cl:35])[CH:33]=[CH:34][C:24]1=2)=[O:22])([CH3:19])[CH3:18].[BH4-].[Na+].[OH-].[Na+].[C:40](OC(=O)C)(=[O:42])[CH3:41].N1C=CC=CC=1. (8) Given the product [OH:7][C:8]1[C:20]2[CH2:19][O:18][C:17](=[O:21])[C:16]=2[C:15]([C:22]2[CH:26]=[CH:25][S:24][CH:23]=2)=[C:14]2[C:9]=1[CH:10]=[C:11]([O:29][CH3:30])[C:12]([O:27][CH3:28])=[CH:13]2, predict the reactants needed to synthesize it. The reactants are: C(=O)([O:7][C:8]1[C:20]2[CH2:19][O:18][C:17](=[O:21])[C:16]=2[C:15]([C:22]2[CH:26]=[CH:25][S:24][CH:23]=2)=[C:14]2[C:9]=1[CH:10]=[C:11]([O:29][CH3:30])[C:12]([O:27][CH3:28])=[CH:13]2)OC(C)(C)C.N1CCCCC1.Cl. (9) The reactants are: [H-].[H-].[H-].[H-].[Li+].[Al+3].[O:7]1[C:16]2[C:11](=[CH:12][CH:13]=[CH:14][CH:15]=2)[C:10](=[N:17]O)[CH2:9][CH2:8]1.[C@H](O)(C([O-])=O)[C@@H](O)C([O-])=O.[Na+].[K+]. Given the product [O:7]1[C:16]2[C:11](=[CH:12][CH:13]=[CH:14][CH:15]=2)[CH:10]([NH2:17])[CH2:9][CH2:8]1, predict the reactants needed to synthesize it. (10) Given the product [CH2:27]([NH:28][C:13]([C:9]1[CH:10]=[C:11]([CH3:12])[C:6]2[N:7]([C:3]([NH2:2])=[N:4][N:5]=2)[N:8]=1)=[O:15])[CH3:26], predict the reactants needed to synthesize it. The reactants are: Cl.[NH2:2][C:3]1[N:7]2[N:8]=[C:9]([C:13]([OH:15])=O)[CH:10]=[C:11]([CH3:12])[C:6]2=[N:5][N:4]=1.F[B-](F)(F)F.C(OC([C:26](=NOC(N(C)C)=[N+](C)C)[C:27]#[N:28])=O)C.C(NCC)C.